The task is: Predict the reaction yield, written as a fraction of the theoretical maximum amount of product (1.0 means a 100% yield; for example, 0.34 means a 34% yield).. This data is from Reaction yield outcomes from USPTO patents with 853,638 reactions. (1) The reactants are [H-].[Na+].[NH:3]1[CH:7]=[CH:6][CH:5]=[N:4]1.[Br:8][C:9]1[CH:10]=[C:11](F)[C:12]([N+:16]([O-:18])=[O:17])=[C:13]([F:15])[CH:14]=1. The catalyst is C1COCC1. The product is [Br:8][C:9]1[CH:14]=[C:13]([F:15])[C:12]([N+:16]([O-:18])=[O:17])=[C:11]([N:3]2[CH:7]=[CH:6][CH:5]=[N:4]2)[CH:10]=1. The yield is 0.860. (2) The reactants are [O:1]1[C:5]2[CH:6]=[CH:7][C:8]([C:10]3(O)[C:18]4[C:13](=[CH:14][CH:15]=[CH:16][CH:17]=4)[N:12]([CH2:19][C:20]4[CH:25]=[CH:24][C:23]([Cl:26])=[CH:22][CH:21]=4)[C:11]3=[O:27])=[CH:9][C:4]=2[O:3][CH2:2]1.FC(F)(F)C(O)=O.C([SiH](CC)CC)C. The catalyst is C(Cl)Cl. The product is [O:1]1[C:5]2[CH:6]=[CH:7][C:8]([CH:10]3[C:18]4[C:13](=[CH:14][CH:15]=[CH:16][CH:17]=4)[N:12]([CH2:19][C:20]4[CH:25]=[CH:24][C:23]([Cl:26])=[CH:22][CH:21]=4)[C:11]3=[O:27])=[CH:9][C:4]=2[O:3][CH2:2]1. The yield is 0.830. (3) The reactants are Cl.[CH3:2][NH:3][C@@H:4]([CH2:9][CH2:10][CH:11]=[CH2:12])[C:5]([O:7][CH3:8])=[O:6].[F:13][C:14]([F:22])([F:21])[CH2:15][CH2:16][S:17](Cl)(=[O:19])=[O:18]. No catalyst specified. The product is [F:13][C:14]([F:22])([F:21])[CH2:15][CH2:16][S:17]([N:3]([C@@H:4]([CH2:9][CH2:10][CH:11]=[CH2:12])[C:5]([O:7][CH3:8])=[O:6])[CH3:2])(=[O:19])=[O:18]. The yield is 0.560. (4) The reactants are [Br:1][C:2]1[C:7](=[O:8])[N:6]([C:9]2[CH:10]=[C:11]([CH:16]=[CH:17][C:18]=2[CH3:19])[C:12]([O:14]C)=[O:13])[C:5]([CH3:20])=[N:4][C:3]=1[O:21][CH2:22][C:23]1[CH:28]=[CH:27][C:26]([F:29])=[CH:25][C:24]=1[F:30].[OH-].[Na+].O1CCOCC1.FC(F)(F)C(O)=O. The catalyst is O. The product is [Br:1][C:2]1[C:7](=[O:8])[N:6]([C:9]2[CH:10]=[C:11]([CH:16]=[CH:17][C:18]=2[CH3:19])[C:12]([OH:14])=[O:13])[C:5]([CH3:20])=[N:4][C:3]=1[O:21][CH2:22][C:23]1[CH:28]=[CH:27][C:26]([F:29])=[CH:25][C:24]=1[F:30]. The yield is 0.440. (5) The reactants are [NH2:1][C:2]1[NH:7][C:6](=O)[CH:5]=[C:4]([CH2:9][O:10][CH:11]([CH3:13])[CH3:12])[N:3]=1.F[P-](F)(F)(F)(F)F.N1(O[P+](N(C)C)(N(C)C)N(C)C)C2C=CC=CC=2N=N1.C1CCN2C(=NCCC2)CC1.[CH3:52][N:53]1[CH2:58][CH2:57][NH:56][CH2:55][CH2:54]1. The catalyst is C(#N)C. The product is [CH:11]([O:10][CH2:9][C:4]1[CH:5]=[C:6]([N:56]2[CH2:57][CH2:58][N:53]([CH3:52])[CH2:54][CH2:55]2)[N:7]=[C:2]([NH2:1])[N:3]=1)([CH3:13])[CH3:12]. The yield is 0.140. (6) The reactants are [C:1]([C:3](=[C:6]1[CH2:11][CH2:10][N:9]([C:12]2[CH:17]=[CH:16][C:15]([N:18]3[CH2:22][C@H:21]([CH2:23][NH:24][C:25](=[O:27])[CH3:26])[O:20][C:19]3=[O:28])=[CH:14][CH:13]=2)[CH2:8][CH2:7]1)[C:4]#[N:5])#[N:2].[I-].[CH3:30][S+](C)(C)=O.CC(C)([O-])C.[K+]. The catalyst is CS(C)=O. The product is [C:1]([C:3]1([C:4]#[N:5])[C:6]2([CH2:11][CH2:10][N:9]([C:12]3[CH:13]=[CH:14][C:15]([N:18]4[CH2:22][C@H:21]([CH2:23][NH:24][C:25](=[O:27])[CH3:26])[O:20][C:19]4=[O:28])=[CH:16][CH:17]=3)[CH2:8][CH2:7]2)[CH2:30]1)#[N:2]. The yield is 0.520.